From a dataset of Catalyst prediction with 721,799 reactions and 888 catalyst types from USPTO. Predict which catalyst facilitates the given reaction. (1) Reactant: [F:1][CH2:2][C:3]([C:7]1[CH:11]=[C:10]([NH2:12])[N:9]([C:13]2[CH:18]=[CH:17][CH:16]=[CH:15][CH:14]=2)[N:8]=1)([CH3:6])[CH2:4][F:5].C([O-])([O-])=O.[K+].[K+].Cl[C:26]([O:28][C:29]1[CH:34]=[CH:33][CH:32]=[CH:31][CH:30]=1)=[O:27]. Product: [F:5][CH2:4][C:3]([C:7]1[CH:11]=[C:10]([NH:12][C:26](=[O:27])[O:28][C:29]2[CH:34]=[CH:33][CH:32]=[CH:31][CH:30]=2)[N:9]([C:13]2[CH:18]=[CH:17][CH:16]=[CH:15][CH:14]=2)[N:8]=1)([CH3:6])[CH2:2][F:1]. The catalyst class is: 1. (2) Reactant: [N:1]1[C:10]2[C:5](=[CH:6][N:7]=[CH:8][CH:9]=2)[CH:4]=[CH:3][C:2]=1[C:11]([OH:13])=O.C(N(CC)C(C)C)(C)C.F[P-](F)(F)(F)(F)F.N1(OC(N(C)C)=[N+](C)C)C2N=CC=CC=2N=N1.[CH3:47][O:48][CH2:49][CH2:50][NH2:51]. Product: [CH3:47][O:48][CH2:49][CH2:50][NH:51][C:11]([C:2]1[CH:3]=[CH:4][C:5]2[C:10](=[CH:9][CH:8]=[N:7][CH:6]=2)[N:1]=1)=[O:13]. The catalyst class is: 9. (3) Reactant: [N+:1]([C:4]1[CH:22]=[CH:21][C:7]([O:8][CH2:9][CH2:10][O:11][CH2:12][CH2:13][O:14][CH2:15][CH2:16][O:17][CH2:18][CH2:19][NH2:20])=[CH:6][CH:5]=1)([O-:3])=[O:2].C(N(CC)CC)C.[C:30](O[C:30]([O:32][C:33]([CH3:36])([CH3:35])[CH3:34])=[O:31])([O:32][C:33]([CH3:36])([CH3:35])[CH3:34])=[O:31]. Product: [N+:1]([C:4]1[CH:5]=[CH:6][C:7]([O:8][CH2:9][CH2:10][O:11][CH2:12][CH2:13][O:14][CH2:15][CH2:16][O:17][CH2:18][CH2:19][NH:20][C:30](=[O:31])[O:32][C:33]([CH3:36])([CH3:35])[CH3:34])=[CH:21][CH:22]=1)([O-:3])=[O:2]. The catalyst class is: 4. (4) Reactant: [CH3:1][C:2]1[CH:7]=[CH:6][CH:5]=[CH:4][C:3]=1[NH:8][C:9](=[O:32])[NH:10][C:11]1[CH:16]=[CH:15][C:14]([CH2:17][C:18]([O:20]C2C(F)=C(F)C(F)=C(F)C=2F)=O)=[CH:13][CH:12]=1.[Cl:33][C:34]1[CH:35]=[C:36]([CH:41]=[CH:42][C:43]=1[O:44][CH2:45][C@@H:46]([NH2:48])[CH3:47])[C:37]([O:39][CH3:40])=[O:38].CCN(CC)CC. Product: [Cl:33][C:34]1[CH:35]=[C:36]([CH:41]=[CH:42][C:43]=1[O:44][CH2:45][C@@H:46]([NH:48][C:18](=[O:20])[CH2:17][C:14]1[CH:13]=[CH:12][C:11]([NH:10][C:9]([NH:8][C:3]2[CH:4]=[CH:5][CH:6]=[CH:7][C:2]=2[CH3:1])=[O:32])=[CH:16][CH:15]=1)[CH3:47])[C:37]([O:39][CH3:40])=[O:38]. The catalyst class is: 31. (5) Reactant: [N:1]1([CH2:7][C:8]2[CH:14]=[CH:13][C:11]([NH2:12])=[CH:10][CH:9]=2)[CH2:6][CH2:5][O:4][CH2:3][CH2:2]1.[C:15]1(=[O:22])[O:21][C:19](=[O:20])[CH2:18][CH2:17][CH2:16]1.CCN(C(C)C)C(C)C. Product: [N:1]1([CH2:7][C:8]2[CH:14]=[CH:13][C:11]([NH:12][C:15](=[O:22])[CH2:16][CH2:17][CH2:18][C:19]([OH:21])=[O:20])=[CH:10][CH:9]=2)[CH2:6][CH2:5][O:4][CH2:3][CH2:2]1. The catalyst class is: 166. (6) Reactant: FC(F)(F)S(O[C:7]1[CH:12]=[CH:11][C:10]([C:13](=[O:15])[CH3:14])=[CH:9][C:8]=1[O:16][CH3:17])(=O)=O.[Br-].[N:21]1[CH:26]=[CH:25][CH:24]=[CH:23][C:22]=1[Zn+]. Product: [CH3:17][O:16][C:8]1[CH:9]=[C:10]([C:13](=[O:15])[CH3:14])[CH:11]=[CH:12][C:7]=1[C:22]1[CH:23]=[CH:24][CH:25]=[CH:26][N:21]=1. The catalyst class is: 176. (7) Reactant: [O:1]=[C:2]1[CH2:7][CH2:6][N:5]([C:8]([O:10][C:11]([CH3:14])([CH3:13])[CH3:12])=[O:9])[CH2:4][CH2:3]1.[I-].[CH3:16][S+](C)(C)=O.CN(C=O)C.CC(C)([O-])C.[K+]. Product: [O:1]1[C:2]2([CH2:3][CH2:4][N:5]([C:8]([O:10][C:11]([CH3:14])([CH3:13])[CH3:12])=[O:9])[CH2:6][CH2:7]2)[CH2:16]1. The catalyst class is: 1. (8) Product: [CH3:13][O:12][C:1](=[O:11])[C:2]1[CH:10]=[CH:9][CH:8]=[C:4]([C:5]([NH:47][C:48]2[CH:53]=[CH:52][C:51]([CH:54]([CH3:68])[C:55]([C:61]3[CH:66]=[CH:65][N:64]=[C:63]([Cl:67])[CH:62]=3)([OH:60])[C:56]([F:57])([F:58])[F:59])=[C:50]([Cl:69])[CH:49]=2)=[O:7])[CH:3]=1. Reactant: [C:1]([O:12][CH3:13])(=[O:11])[C:2]1[CH:10]=[CH:9][CH:8]=[C:4]([C:5]([O-:7])=O)[CH:3]=1.CN(C(ON1N=NC2C=CC=CC1=2)=[N+](C)C)C.F[P-](F)(F)(F)(F)F.C(N(CC)C(C)C)(C)C.[NH2:47][C:48]1[CH:53]=[CH:52][C:51]([CH:54]([CH3:68])[C:55]([C:61]2[CH:66]=[CH:65][N:64]=[C:63]([Cl:67])[CH:62]=2)([OH:60])[C:56]([F:59])([F:58])[F:57])=[C:50]([Cl:69])[CH:49]=1. The catalyst class is: 3. (9) Reactant: C([O:3][C:4]([C:6]1[CH:7]=[C:8]2[C:13](=[CH:14][CH:15]=1)[N:12]=[CH:11][C:10]([S:16]([CH3:19])(=[O:18])=[O:17])=[C:9]2[C:20]1[CH:25]=[CH:24][CH:23]=[CH:22][CH:21]=1)=O)C.[H-].[H-].C([Al+]CC(C)C)C(C)C. Product: [CH3:19][S:16]([C:10]1[CH:11]=[N:12][C:13]2[C:8]([C:9]=1[C:20]1[CH:25]=[CH:24][CH:23]=[CH:22][CH:21]=1)=[CH:7][C:6]([CH2:4][OH:3])=[CH:15][CH:14]=2)(=[O:18])=[O:17]. The catalyst class is: 7. (10) Reactant: [Br:1][C:2]1[CH:6]=[N:5][N:4]([CH3:7])[C:3]=1[NH2:8].Cl[C:10]1[CH:15]=[CH:14][CH:13]=[C:12]([C:16]2[CH:21]=[CH:20][CH:19]=[CH:18][CH:17]=2)[N:11]=1.[H-].[Na+]. Product: [Br:1][C:2]1[CH:6]=[N:5][N:4]([CH3:7])[C:3]=1[NH:8][C:10]1[CH:15]=[CH:14][CH:13]=[C:12]([C:16]2[CH:17]=[CH:18][CH:19]=[CH:20][CH:21]=2)[N:11]=1. The catalyst class is: 3.